Dataset: Peptide-MHC class I binding affinity with 185,985 pairs from IEDB/IMGT. Task: Regression. Given a peptide amino acid sequence and an MHC pseudo amino acid sequence, predict their binding affinity value. This is MHC class I binding data. (1) The peptide sequence is VKYRYLCLI. The MHC is Mamu-B3901 with pseudo-sequence Mamu-B3901. The binding affinity (normalized) is 0.307. (2) The peptide sequence is HPIMYYTKF. The MHC is HLA-B51:01 with pseudo-sequence HLA-B51:01. The binding affinity (normalized) is 0.318.